Dataset: Full USPTO retrosynthesis dataset with 1.9M reactions from patents (1976-2016). Task: Predict the reactants needed to synthesize the given product. (1) Given the product [CH:6]1([N:9]2[C:17]3[C:12](=[C:13]([O:23][CH3:24])[CH:14]=[C:15]([C:18]([O:20][CH2:21][CH3:22])=[O:19])[CH:16]=3)[C:11]([CH:28]=[O:29])=[CH:10]2)[CH2:7][CH2:8]1, predict the reactants needed to synthesize it. The reactants are: O=P(Cl)(Cl)Cl.[CH:6]1([N:9]2[C:17]3[C:12](=[C:13]([O:23][CH3:24])[CH:14]=[C:15]([C:18]([O:20][CH2:21][CH3:22])=[O:19])[CH:16]=3)[CH:11]=[CH:10]2)[CH2:8][CH2:7]1.CN([CH:28]=[O:29])C. (2) Given the product [CH3:16][C:17]1[CH:22]=[C:21]([CH3:23])[CH:20]=[CH:19][C:18]=1[N:24]1[CH2:25][CH2:26][N:27]([C:11]([C:10]2[CH:14]=[CH:15][C:7]([I:6])=[CH:8][CH:9]=2)=[O:12])[CH2:28][CH2:29]1, predict the reactants needed to synthesize it. The reactants are: O1CCCC1.[I:6][C:7]1[CH:15]=[CH:14][C:10]([C:11](Cl)=[O:12])=[CH:9][CH:8]=1.[CH3:16][C:17]1[CH:22]=[C:21]([CH3:23])[CH:20]=[CH:19][C:18]=1[N:24]1[CH2:29][CH2:28][NH:27][CH2:26][CH2:25]1.[OH-].[Na+]. (3) Given the product [O:19]=[C:18]1[NH:17][C:23](=[CH:1][C:3]2[O:7][C:6]([C:8]3[CH:9]=[C:10]([CH:14]=[CH:15][CH:16]=3)[C:11]([OH:13])=[O:12])=[CH:5][CH:4]=2)[C:21](=[O:22])[NH:20]1, predict the reactants needed to synthesize it. The reactants are: [CH:1]([C:3]1[O:7][C:6]([C:8]2[CH:9]=[C:10]([CH:14]=[CH:15][CH:16]=2)[C:11]([OH:13])=[O:12])=[CH:5][CH:4]=1)=O.[NH:17]1[CH2:23][C:21](=[O:22])[NH:20][C:18]1=[O:19].N1CCCCC1. (4) Given the product [NH2:49][C:48]1[CH:47]=[CH:46][C:45]([C:57]2[CH:58]=[CH:59][C:60]([F:63])=[CH:61][CH:62]=2)=[CH:44][C:43]=1[NH:42][C:40](=[O:41])[C:39]1[CH:64]=[CH:65][C:36]([NH:35][C:8](=[O:10])[CH2:7][N:3]2[CH2:4][CH2:5][CH2:6][C:2]2=[O:1])=[CH:37][CH:38]=1, predict the reactants needed to synthesize it. The reactants are: [O:1]=[C:2]1[CH2:6][CH2:5][CH2:4][N:3]1[CH2:7][C:8]([OH:10])=O.CN(C(ON1N=NC2C=CC=NC1=2)=[N+](C)C)C.F[P-](F)(F)(F)(F)F.[NH2:35][C:36]1[CH:65]=[CH:64][C:39]([C:40]([NH:42][C:43]2[CH:44]=[C:45]([C:57]3[CH:62]=[CH:61][C:60]([F:63])=[CH:59][CH:58]=3)[CH:46]=[CH:47][C:48]=2[NH:49]C(=O)OC(C)(C)C)=[O:41])=[CH:38][CH:37]=1.CN1CCOCC1. (5) Given the product [C:6]([C:8]1[CH:9]=[CH:10][C:11]([CH2:12][C:13]2[CH:38]=[CH:37][CH:36]=[CH:35][C:14]=2[O:15][CH2:16][CH2:17][N:18]2[CH2:23][CH2:22][CH:21]([N:24]3[C:28]4[CH:29]=[CH:30][CH:31]=[CH:32][C:27]=4[N:26]=[C:25]3[CH2:33][OH:34])[CH2:20][CH2:19]2)=[CH:39][CH:40]=1)([OH:7])=[O:5], predict the reactants needed to synthesize it. The reactants are: C([O:5][C:6]([C:8]1[CH:40]=[CH:39][C:11]([CH2:12][C:13]2[CH:38]=[CH:37][CH:36]=[CH:35][C:14]=2[O:15][CH2:16][CH2:17][N:18]2[CH2:23][CH2:22][CH:21]([N:24]3[C:28]4[CH:29]=[CH:30][CH:31]=[CH:32][C:27]=4[N:26]=[C:25]3[CH2:33][OH:34])[CH2:20][CH2:19]2)=[CH:10][CH:9]=1)=[O:7])C(C)C.[OH-].[Na+].Cl. (6) Given the product [CH3:1][O:2][C:3]1[CH:14]=[CH:13][C:6]2[C:7]([CH2:10][CH2:11][N:33]3[CH2:34][CH:36]=[C:39]([C:23]4[C:24]5[C:29](=[CH:28][CH:27]=[CH:26][CH:25]=5)[NH:21][CH:22]=4)[CH2:38][CH2:37]3)=[CH:8][O:9][C:5]=2[CH:4]=1, predict the reactants needed to synthesize it. The reactants are: [CH3:1][O:2][C:3]1[CH:14]=[CH:13][C:6]2[C:7]([CH2:10][CH2:11]I)=[CH:8][O:9][C:5]=2[CH:4]=1.N1CC=C([N:21]2[C:29]3[C:24](=[CH:25][CH:26]=[CH:27][CH:28]=3)[CH:23]=[CH:22]2)CC1.C([N:33]([CH2:37][CH3:38])[CH:34]([CH3:36])C)(C)C.[CH3:39]S(C)=O.